Predict the reactants needed to synthesize the given product. From a dataset of Full USPTO retrosynthesis dataset with 1.9M reactions from patents (1976-2016). (1) Given the product [NH2:29][C:14]1[N:13]=[CH:12][N:11]=[C:10]2[C:15]=1[N:16]=[C:17]([S:18][C:19]1[C:27]([I:28])=[CH:26][C:22]3[O:23][CH2:24][O:25][C:21]=3[CH:20]=1)[N:9]2[CH2:8][CH2:7][CH2:6][CH2:5][CH2:4][C:3]([OH:30])=[O:2], predict the reactants needed to synthesize it. The reactants are: C[O:2][C:3](=[O:30])[CH2:4][CH2:5][CH2:6][CH2:7][CH2:8][N:9]1[C:17]([S:18][C:19]2[C:27]([I:28])=[CH:26][C:22]3[O:23][CH2:24][O:25][C:21]=3[CH:20]=2)=[N:16][C:15]2[C:10]1=[N:11][CH:12]=[N:13][C:14]=2[NH2:29].[Li+].[OH-]. (2) Given the product [F:1][C:2]1[CH:25]=[CH:24][CH:23]=[CH:22][C:3]=1[CH2:4][C:5]1([O:20][CH3:21])[CH2:6][CH2:7][N:8]([C:11]2[CH:16]=[CH:15][C:14]([C:17](=[NH:18])[NH:19][S:40]([C:37]3[CH:38]=[CH:39][C:34]([F:33])=[C:35]([N+:44]([O-:46])=[O:45])[CH:36]=3)(=[O:41])=[O:42])=[CH:13][CH:12]=2)[CH2:9][CH2:10]1, predict the reactants needed to synthesize it. The reactants are: [F:1][C:2]1[CH:25]=[CH:24][CH:23]=[CH:22][C:3]=1[CH2:4][C:5]1([O:20][CH3:21])[CH2:10][CH2:9][N:8]([C:11]2[CH:16]=[CH:15][C:14]([C:17](=[NH:19])[NH2:18])=[CH:13][CH:12]=2)[CH2:7][CH2:6]1.C(N(CC)CC)C.[F:33][C:34]1[CH:39]=[CH:38][C:37]([S:40](Cl)(=[O:42])=[O:41])=[CH:36][C:35]=1[N+:44]([O-:46])=[O:45]. (3) Given the product [C:1]([O:4][C:5]([CH3:16])([CH2:8][CH2:9][CH2:10][C:11]([O:14][CH3:15])([CH3:13])[CH3:12])[CH:6]=[CH2:7])(=[O:3])[CH3:2], predict the reactants needed to synthesize it. The reactants are: [C:1]([O:4][C:5]([CH3:16])([CH2:8][CH2:9][CH2:10][C:11]([O:14][CH3:15])([CH3:13])[CH3:12])[C:6]#[CH:7])(=[O:3])[CH3:2].C(SCCO)CSCCO.[H][H].